Dataset: Full USPTO retrosynthesis dataset with 1.9M reactions from patents (1976-2016). Task: Predict the reactants needed to synthesize the given product. (1) Given the product [F:1][C:2]1[CH:3]=[C:4]([C:12]2[C:13]3[CH2:20][CH2:19][CH:18]([CH2:21][C:22]([O:24][CH2:26][CH3:31])=[O:23])[C:14]=3[CH:15]=[N:16][CH:17]=2)[CH:5]=[CH:6][C:7]=1[C:8]([F:10])([F:9])[F:11], predict the reactants needed to synthesize it. The reactants are: [F:1][C:2]1[CH:3]=[C:4]([C:12]2[C:13]3[CH2:20][CH2:19][CH:18]([CH2:21][C:22]([OH:24])=[O:23])[C:14]=3[CH:15]=[N:16][CH:17]=2)[CH:5]=[CH:6][C:7]=1[C:8]([F:11])([F:10])[F:9].F[C:26]1C=C(C2C3C(CC(O)=O)CCC=3C=NC=2)C=C[C:31]=1C(F)(F)F.C(N(CC)C(C)C)(C)C.CN(C(ON1N=NC2C=CC=NC1=2)=[N+](C)C)C.F[P-](F)(F)(F)(F)F. (2) Given the product [Br:23][C:8]1[N:4]([CH:1]2[CH2:3][CH2:2]2)[CH:5]=[N:6][C:7]=1[C:9]1[CH:14]=[CH:13][C:12]([F:15])=[CH:11][CH:10]=1, predict the reactants needed to synthesize it. The reactants are: [CH:1]1([N:4]2[CH:8]=[C:7]([C:9]3[CH:14]=[CH:13][C:12]([F:15])=[CH:11][CH:10]=3)[N:6]=[CH:5]2)[CH2:3][CH2:2]1.C1C(=O)N([Br:23])C(=O)C1. (3) Given the product [Br:1][C:2]1[CH:3]=[CH:4][C:5]([C:9]([OH:11])=[O:10])=[N:6][C:7]=1[O:26][CH2:25][C:24]([F:31])([F:23])[C:27]([F:30])([F:29])[F:28], predict the reactants needed to synthesize it. The reactants are: [Br:1][C:2]1[CH:3]=[CH:4][C:5]([C:9]([OH:11])=[O:10])=[N:6][C:7]=1Cl.CC(C)([O-])C.[K+].CN(C=O)C.[F:23][C:24]([F:31])([C:27]([F:30])([F:29])[F:28])[CH2:25][OH:26].